This data is from Full USPTO retrosynthesis dataset with 1.9M reactions from patents (1976-2016). The task is: Predict the reactants needed to synthesize the given product. Given the product [Cl:18][C:19]1[CH:20]=[C:21]([CH:25]=[C:26]([Cl:28])[CH:27]=1)[C:22]([NH:16][C:12]1[CH:13]=[CH:14][CH:15]=[C:10]([C:8]2[O:9][C:5]3[CH:4]=[CH:3][C:2]([Cl:1])=[CH:17][C:6]=3[N:7]=2)[CH:11]=1)=[O:23], predict the reactants needed to synthesize it. The reactants are: [Cl:1][C:2]1[CH:3]=[CH:4][C:5]2[O:9][C:8]([C:10]3[CH:11]=[C:12]([NH2:16])[CH:13]=[CH:14][CH:15]=3)=[N:7][C:6]=2[CH:17]=1.[Cl:18][C:19]1[CH:20]=[C:21]([CH:25]=[C:26]([Cl:28])[CH:27]=1)[C:22](Cl)=[O:23].